From a dataset of Drug-target binding data from BindingDB using Ki measurements. Regression. Given a target protein amino acid sequence and a drug SMILES string, predict the binding affinity score between them. We predict pKi (pKi = -log10(Ki in M); higher means stronger inhibition). Dataset: bindingdb_ki. (1) The small molecule is CSc1ccc2c(c1)C(N1CCN(C)CC1)Cc1ccccc1S2. The target protein (P31387) has sequence MEVSNLSGATPGLAFPPGPESCSDSPSSGRSMGSTPGGLILPGREPPFSAFTVLVVTLLVLLIAATFLWNLLVLVTILRVRAFHRVPHNLVASTAVSDVLVAVLVMPLSLVSELSAGRRWQLGRSLCHVWISFDVLCCTASIWNVAAIALDRYWTITRHLQYTLRTRSRASALMIAITWALSALIALAPLLFGWGEAYDARLQRCQVSQEPSYAVFSTCGAFYLPLAVVLFVYWKIYKAAKFRFGRRRRAVVPLPATTQAKEAPPESEMVFTARRRATVTFQTSGDSWREQKEKRAAMMVGILIGVFVLCWIPFFLTELISPLCACSLPPIWKSIFLWLGYSNSFFNPLIYTAFNKNYNNAFKSLFTKQR. The pKi is 7.8. (2) The small molecule is COc1ccc(NC(=O)c2ccc(-c3ccc(-c4noc(C)n4)cc3C)cc2)cc1N1CCN(C)CC1. The target protein (P47898) has sequence MDLPVNLTSFSLSTPSPLETNHSLGKDDLRPSSPLLSVFGVLILTLLGFLVAATFAWNLLVLATILRVRTFHRVPHNLVASMAVSDVLVAALVMPLSLVHELSGRRWQLGRRLCQLWIACDVLCCTASIWNVTAIALDRYWSITRHMEYTLRTRKCVSNVMIALTWALSAVISLAPLLFGWGETYSEGSEECQVSREPSYAVFSTVGAFYLPLCVVLFVYWKIYKAAKFRVGSRKTNSVSPISEAVEVKDSAKQPQMVFTVRHATVTFQPEGDTWREQKEQRAALMVGILIGVFVLCWIPFFLTELISPLCSCDIPAIWKSIFLWLGYSNSFFNPLIYTAFNKNYNSAFKNFFSRQH. The pKi is 5.2. (3) The drug is O=c1[nH]cnc2c1ncn2CCN(CCOCc1ccccc1)CCP(=O)(O)O. The target protein (P00492) has sequence MATRSPGVVISDDEPGYDLDLFCIPNHYAEDLERVFIPHGLIMDRTERLARDVMKEMGGHHIVALCVLKGGYKFFADLLDYIKALNRNSDRSIPMTVDFIRLKSYCNDQSTGDIKVIGGDDLSTLTGKNVLIVEDIIDTGKTMQTLLSLVRQYNPKMVKVASLLVKRTPRSVGYKPDFVGFEIPDKFVVGYALDYNEYFRDLNHVCVISETGKAKYKA. The pKi is 4.9. (4) The drug is CC(=O)N[C@H]1CSCc2cc3cc(c2)CSC[C@@H](C(=O)O)NC(=O)[C@H](CC(C)C)NC(=O)[C@H](CC(=O)O)NC(=O)[C@H](CCC(N)=O)NC(=O)[C@H](Cc2cnc[nH]2)NC[C@H](C)NC(=O)[C@@H](CSC3)NC(=O)[C@H](CCCCNC(=N)N)NC(=O)[C@H](Cc2ccc(O)cc2)NC(=O)C2CCN2C(=O)[C@H](Cc2ccccc2)NC(=O)[C@H](CO)NC1=O. The target protein (Q9UKR3) has sequence MWPLALVIASLTLALSGGVSQESSKVLNTNGTSGFLPGGYTCFPHSQPWQAALLVQGRLLCGGVLVHPKWVLTAAHCLKEGLKVYLGKHALGRVEAGEQVREVVHSIPHPEYRRSPTHLNHDHDIMLLELQSPVQLTGYIQTLPLSHNNRLTPGTTCRVSGWGTTTSPQVNYPKTLQCANIQLRSDEECRQVYPGKITDNMLCAGTKEGGKDSCEGDSGGPLVCNRTLYGIVSWGDFPCGQPDRPGVYTRVSRYVLWIRETIRKYETQQQKWLKGPQ. The pKi is 4.3. (5) The drug is Cc1ccc(-c2nc3ccc(C)cn3c2CC(=O)N(C)C)cc1. The target protein sequence is MITTQMWHFYVTRVGLLLLISILPGTTGQGESRRQEPGDFVKQDIGGLSPKHAPDIPDDSTDNITIFTRILDRLLDGYDNRLRPGLGDAVTEVKTDIYVTSFGPVSDTDMEYTIDVFFRQTWHDERLKFDGPMKILPLNNLLASKIWTPDTFFHNGKKSVAHNMTTPNKLLRLVDNGTLLYTMRLTIHAECPMHLEDFPMDVHACPLKFGSYAYTKAEVIYSWTLGKNKSVEVAQDGSRLNQYDLLGHVVGTEIIRSSTGEYVVMTTHFHLKRKIGYFVIQTYLPCIMTVILSQVSFWLNRESVPARTVFGVTTVLTMTTLSISARNSLPKVAYATAMDWFMAVCYAFVFSALIEFATVNYFTKRSWAWEGKKVPEALEMKKKTPAAPTKKTSTTFNIVGTTYPINLALDTEFSTISKAAAAPSASSTPTVIASPKTTYVQDSPAETKTYNSVSKVDKISRIIFPVLFAIFNLVYWATYVNRESAIKGMIRKQ. The pKi is 6.4. (6) The pKi is 7.5. The target protein (P34972) has sequence MEECWVTEIANGSKDGLDSNPMKDYMILSGPQKTAVAVLCTLLGLLSALENVAVLYLILSSHQLRRKPSYLFIGSLAGADFLASVVFACSFVNFHVFHGVDSKAVFLLKIGSVTMTFTASVGSLLLTAIDRYLCLRYPPSYKALLTRGRALVTLGIMWVLSALVSYLPLMGWTCCPRPCSELFPLIPNDYLLSWLLFIAFLFSGIIYTYGHVLWKAHQHVASLSGHQDRQVPGMARMRLDVRLAKTLGLVLAVLLICWFPVLALMAHSLATTLSDQVKKAFAFCSMLCLINSMVNPVIYALRSGEIRSSAHHCLAHWKKCVRGLGSEAKEEAPRSSVTETEADGKITPWPDSRDLDLSDC. The small molecule is CCN(CC)c1ccc(CN(CC2CCCCC2)S(=O)(=O)c2ccc(C)cc2)cc1. (7) The drug is CCCC[C@H](NC(=O)[C@@H]1CCCN1C(=O)CNC(=O)[C@H](CCCCN)NC(=O)[C@H](Cc1c[nH]cn1)NC(=O)[C@H](CO)NC(=O)[C@H](CC(C)C)N(C)C(=O)[C@H](CCCNC(=N)N)NC(=O)[C@@H]1CCCN1C(=O)[C@H](CCCNC(=N)N)NC(=O)[C@H](CCC(N)=O)NC(=O)[C@H](CCCNC(=N)N)NC(=O)[C@H](CCCNC(=N)N)NC(=O)[C@H](Cc1ccccc1)NC(=O)[C@@H](N)CCCCN)C(=O)NC(C)(C)C(=O)N[C@@H](Cc1ccc(Br)cc1)C(=O)O. The target protein (Q9JHG3) has sequence MEDDGYNYYGADNQSECDYADWTPSGALIPAIYILVFLLGTTGNGLVLWTVFWSSREKRRSADIFIASLAVADLTFVVTLPLWATYTYREFDWPFGTFSCKLSSYLIFVNMYASVFCLTGLSFDRYLAIVRPVANARLRLRVSGAVATAVLWVLAALLAVPVMVFRSTDIPENSTKTQCYMDYSMVATSNSEWAWEVGLGVSSTAVGFVVPFIIMLTCYFFIAQTIAGHFRKERIEGLRKRRRLLSIIVVLVVTFALCWMPYHLVKTLYMLGNLLHWPCDFDSFLMNVFPYCTCISYVNSCLNPFLYAFFDPRFRRACTSMLCCDQSGCKGSPHSSSAEKSASYSSGHSQGPGPNMCKGGEPMHEKSIPYSQETLVD. The pKi is 9.3. (8) The small molecule is CCCNC[C@@H]1O[C@H](C2CCCCC2)Cc2c1ccc(C)c2O. The target protein (P35406) has sequence MAVLDLNLTTVIDSGFMESDRSVRVLTGCFLSVLILSTLLGNTLVCAAVTKFRHLRSKVTNFFVISLAVSDLLVAVLVMPWKAVTEVAGFWPFGAFCDIWVAFDIMCSTASILNLCVISVDRYWAISSPFRYERKMTPRVAFVMISGAWTLSVLISFIPVQLKWHKAQPIGFLEVNASRRDLPTDNCDSSLNRTYAISSSLISFYIPVAIMIVTYTQIYRIAQKQIRRISALERAAESAQIRHDSMGSGSNMDLESSFKLSFKRETKVLKTLSVIMGVFVCCWLPFFILNCMVPFCKRTSNGLPCISPTTFDVFVWFGWANSSLNPIIYAFNADFRRAFAILLGCQRLCPGSISMETPSLNKN. The pKi is 6.3.